The task is: Predict the reactants needed to synthesize the given product.. This data is from Full USPTO retrosynthesis dataset with 1.9M reactions from patents (1976-2016). (1) Given the product [ClH:38].[ClH:38].[ClH:38].[Br:35][C:32]1[CH:31]=[CH:30][C:29]([F:36])=[C:28]2[C:33]=1[CH:34]=[C:25]([C:23]1[C:22]([NH2:37])=[N:21][CH:20]=[C:19]([C:17]3[CH:16]=[N:15][N:14]([CH:11]4[CH2:10][CH2:9][NH:8][CH2:13][CH2:12]4)[CH:18]=3)[CH:24]=1)[N:26]=[CH:27]2, predict the reactants needed to synthesize it. The reactants are: C(OC([N:8]1[CH2:13][CH2:12][CH:11]([N:14]2[CH:18]=[C:17]([C:19]3[CH:20]=[N:21][C:22]([NH2:37])=[C:23]([C:25]4[N:26]=[CH:27][C:28]5[C:33]([CH:34]=4)=[C:32]([Br:35])[CH:31]=[CH:30][C:29]=5[F:36])[CH:24]=3)[CH:16]=[N:15]2)[CH2:10][CH2:9]1)=O)(C)(C)C.[ClH:38].CCOCC. (2) Given the product [N:1]([C:2]1[CH:11]=[C:10]2[C:5]([C:6]([CH3:13])=[CH:7][C:8](=[O:12])[O:9]2)=[CH:4][CH:3]=1)=[C:14]=[O:15], predict the reactants needed to synthesize it. The reactants are: [NH2:1][C:2]1[CH:11]=[C:10]2[C:5]([C:6]([CH3:13])=[CH:7][C:8](=[O:12])[O:9]2)=[CH:4][CH:3]=1.[C:14](Cl)(Cl)=[O:15]. (3) Given the product [NH2:24][C:19]1[CH:20]=[CH:21][CH:22]=[CH:23][C:18]=1[CH:15]1[CH2:16][CH2:17][N:12]([C:10](=[O:11])[C@H:9]([NH:42][C:43]([C@@H:45]2[CH2:54][C:53]3[C:48](=[CH:49][CH:50]=[CH:51][CH:52]=3)[CH2:47][N:46]2[C:55]([O:57][C:58]([CH3:60])([CH3:59])[CH3:61])=[O:56])=[O:44])[CH2:8][C:5]2[CH:4]=[CH:3][C:2]([Cl:1])=[CH:7][CH:6]=2)[CH2:13][CH2:14]1, predict the reactants needed to synthesize it. The reactants are: [Cl:1][C:2]1[CH:7]=[CH:6][C:5]([CH2:8][C@@H:9]([NH:42][C:43]([C@@H:45]2[CH2:54][C:53]3[C:48](=[CH:49][CH:50]=[CH:51][CH:52]=3)[CH2:47][N:46]2[C:55]([O:57][C:58]([CH3:61])([CH3:60])[CH3:59])=[O:56])=[O:44])[C:10]([N:12]2[CH2:17][CH2:16][CH:15]([C:18]3[CH:23]=[CH:22][CH:21]=[CH:20][C:19]=3[NH:24]C(OCC3C4C=CC=CC=4C4C3=CC=CC=4)=O)[CH2:14][CH2:13]2)=[O:11])=[CH:4][CH:3]=1.C(S)CCCCCCC.N12CCCN=C1CCCCC2. (4) Given the product [CH2:34]([O:33][C:31]([N:20]1[CH2:21][CH2:22][N:17]([C:12]2[CH:13]=[CH:14][CH:15]=[CH:16][C:11]=2[CH:8]2[CH2:7][CH2:6][CH:5]([C:1]([CH3:4])([CH3:2])[CH3:3])[CH2:10][CH2:9]2)[CH2:18][CH2:19]1)=[O:32])[CH3:35], predict the reactants needed to synthesize it. The reactants are: [C:1]([CH:5]1[CH2:10][CH2:9][CH:8]([C:11]2[CH:16]=[CH:15][CH:14]=[CH:13][C:12]=2[N:17]2[CH2:22][CH2:21][NH:20][CH2:19][CH2:18]2)[CH2:7][CH2:6]1)([CH3:4])([CH3:3])[CH3:2].C(N(CC)CC)C.Cl[C:31]([O:33][CH2:34][CH3:35])=[O:32].C(=O)([O-])O.[Na+]. (5) Given the product [CH3:54][O:55][C:56](=[O:57])[NH:58][CH:59]([C:63]1[CH:68]=[CH:67][CH:66]=[CH:65][CH:64]=1)[C:60]([N:40]1[CH2:41][CH2:42][CH2:43][CH:39]1[C:36]1[NH:35][C:34]([C:31]2[CH:32]=[CH:33][C:28]([C:23]3[CH:22]=[CH:21][C:20]4[C:25](=[CH:26][CH:27]=[C:18]([C:15]5[NH:14][C:13]([CH:9]6[CH2:10][CH2:11][CH2:12][N:8]6[C:6](=[O:5])[CH:79]([NH:78][C:89]([O:92][CH3:94])=[O:90])[C:81]6[CH:82]=[CH:83][CH:84]=[CH:85][CH:86]=6)=[N:17][CH:16]=5)[CH:19]=4)[CH:24]=3)=[CH:29][CH:30]=2)=[CH:38][N:37]=1)=[O:62], predict the reactants needed to synthesize it. The reactants are: C([O:5][C:6]([N:8]1[CH2:12][CH2:11][CH2:10][CH:9]1[C:13]1[NH:14][C:15]([C:18]2[CH:27]=[CH:26][C:25]3[C:20](=[CH:21][CH:22]=[C:23]([C:28]4[CH:33]=[CH:32][C:31]([C:34]5[NH:35][C:36]([CH:39]6[CH2:43][CH2:42][CH2:41][N:40]6C(OC(C)(C)C)=O)=[N:37][CH:38]=5)=[CH:30][CH:29]=4)[CH:24]=3)[CH:19]=2)=[CH:16][N:17]=1)=O)(C)(C)C.Cl.[OH-].[Na+].[CH3:54][O:55][C:56]([NH:58][C@H:59]([C:63]1[CH:68]=[CH:67][CH:66]=[CH:65][CH:64]=1)[C:60]([OH:62])=O)=[O:57].CCOP(O[N:78]1N=N[C:82]2[CH:83]=[CH:84][CH:85]=[CH:86][C:81]=2[C:79]1=O)(OCC)=O.[C:89]([O-:92])(O)=[O:90].[Na+].[CH3:94]O. (6) Given the product [Cl:42][C:43]1[CH:44]=[C:45]([S:50]([O:1][C:2]2[CH:10]=[CH:9][C:8]([C:11]3[N:12]([C:27]([O:29][C:30]([CH3:31])([CH3:33])[CH3:32])=[O:28])[C:13]4[C:18]([CH:19]=3)=[CH:17][C:16]([CH2:20][N:21]3[CH2:26][CH2:25][CH2:24][CH2:23][CH2:22]3)=[CH:15][CH:14]=4)=[C:7]3[C:3]=2[CH2:4][NH:5][C:6]3=[O:34])(=[O:51])=[O:52])[CH:46]=[CH:47][C:48]=1[F:49], predict the reactants needed to synthesize it. The reactants are: [OH:1][C:2]1[CH:10]=[CH:9][C:8]([C:11]2[N:12]([C:27]([O:29][C:30]([CH3:33])([CH3:32])[CH3:31])=[O:28])[C:13]3[C:18]([CH:19]=2)=[CH:17][C:16]([CH2:20][N:21]2[CH2:26][CH2:25][CH2:24][CH2:23][CH2:22]2)=[CH:15][CH:14]=3)=[C:7]2[C:3]=1[CH2:4][NH:5][C:6]2=[O:34].C(N(CC)CC)C.[Cl:42][C:43]1[CH:44]=[C:45]([S:50](Cl)(=[O:52])=[O:51])[CH:46]=[CH:47][C:48]=1[F:49].